This data is from Full USPTO retrosynthesis dataset with 1.9M reactions from patents (1976-2016). The task is: Predict the reactants needed to synthesize the given product. (1) The reactants are: [OH:1][CH2:2][C@@H:3]([NH:11][C:12](=[O:18])[O:13][C:14]([CH3:17])([CH3:16])[CH3:15])[CH2:4][C:5]([CH3:10])([CH3:9])[CH2:6][O:7][CH3:8].CCN(CC)CC.[CH3:26][S:27](Cl)(=[O:29])=[O:28]. Given the product [CH3:26][S:27]([O:1][CH2:2][C@@H:3]([NH:11][C:12]([O:13][C:14]([CH3:17])([CH3:16])[CH3:15])=[O:18])[CH2:4][C:5]([CH3:10])([CH3:9])[CH2:6][O:7][CH3:8])(=[O:29])=[O:28], predict the reactants needed to synthesize it. (2) Given the product [O:27]=[C:18]1[N:17]([CH2:28][CH2:29][CH3:30])[C:16]2[N:15]=[C:14]([C:10]34[O:13][CH:6]([CH2:7][CH2:8][CH2:9]3)[CH:5]([C:3]([OH:4])=[O:2])[CH2:12][CH2:11]4)[NH:22][C:21]=2[C:20](=[O:23])[N:19]1[CH2:24][CH2:25][CH3:26], predict the reactants needed to synthesize it. The reactants are: C[O:2][C:3]([CH:5]1[CH2:12][CH2:11][C:10]2([C:14]3[NH:22][C:21]4[C:20](=[O:23])[N:19]([CH2:24][CH2:25][CH3:26])[C:18](=[O:27])[N:17]([CH2:28][CH2:29][CH3:30])[C:16]=4[N:15]=3)[O:13][CH:6]1[CH2:7][CH2:8][CH2:9]2)=[O:4]. (3) Given the product [C:13]1([C:9]2[N:8]([C:6]3[CH:5]=[CH:4][N:3]=[C:2]([NH:19][C:20]4[CH:21]=[N:22][CH:23]=[CH:24][CH:25]=4)[N:7]=3)[CH:12]=[CH:11][N:10]=2)[CH:18]=[CH:17][CH:16]=[CH:15][CH:14]=1, predict the reactants needed to synthesize it. The reactants are: Cl[C:2]1[N:7]=[C:6]([N:8]2[CH:12]=[CH:11][N:10]=[C:9]2[C:13]2[CH:18]=[CH:17][CH:16]=[CH:15][CH:14]=2)[CH:5]=[CH:4][N:3]=1.[NH2:19][C:20]1[CH:21]=[N:22][CH:23]=[CH:24][CH:25]=1.CC([O-])(C)C.[Na+]. (4) Given the product [C:1]([O:5][C:6]([N:8]1[CH2:12][CH2:11][CH:10]([O:13][C:14]2[C:19]3[C:20]4[CH:26]=[C:25]([C:34]5[CH:33]=[N:32][N:31]([CH3:30])[CH:35]=5)[CH:24]=[N:23][C:21]=4[NH:22][C:18]=3[CH:17]=[N:16][C:15]=2[C:28]#[N:29])[CH2:9]1)=[O:7])([CH3:4])([CH3:3])[CH3:2], predict the reactants needed to synthesize it. The reactants are: [C:1]([O:5][C:6]([N:8]1[CH2:12][CH2:11][CH:10]([O:13][C:14]2[C:19]3[C:20]4[CH:26]=[C:25](Br)[CH:24]=[N:23][C:21]=4[NH:22][C:18]=3[CH:17]=[N:16][C:15]=2[C:28]#[N:29])[CH2:9]1)=[O:7])([CH3:4])([CH3:3])[CH3:2].[CH3:30][N:31]1[CH:35]=[C:34](B2OC(C)(C)C(C)(C)O2)[CH:33]=[N:32]1.[F-].[K+].